From a dataset of NCI-60 drug combinations with 297,098 pairs across 59 cell lines. Regression. Given two drug SMILES strings and cell line genomic features, predict the synergy score measuring deviation from expected non-interaction effect. (1) Drug 1: CC1OCC2C(O1)C(C(C(O2)OC3C4COC(=O)C4C(C5=CC6=C(C=C35)OCO6)C7=CC(=C(C(=C7)OC)O)OC)O)O. Drug 2: C1=NC2=C(N1)C(=S)N=C(N2)N. Cell line: SF-268. Synergy scores: CSS=51.8, Synergy_ZIP=-8.66, Synergy_Bliss=-4.11, Synergy_Loewe=-3.36, Synergy_HSA=-0.444. (2) Drug 1: CN1CCC(CC1)COC2=C(C=C3C(=C2)N=CN=C3NC4=C(C=C(C=C4)Br)F)OC. Drug 2: C1C(C(OC1N2C=NC(=NC2=O)N)CO)O. Cell line: SK-MEL-2. Synergy scores: CSS=18.0, Synergy_ZIP=-2.59, Synergy_Bliss=1.54, Synergy_Loewe=-7.24, Synergy_HSA=-0.170. (3) Drug 1: CC1=C2C(C(=O)C3(C(CC4C(C3C(C(C2(C)C)(CC1OC(=O)C(C(C5=CC=CC=C5)NC(=O)C6=CC=CC=C6)O)O)OC(=O)C7=CC=CC=C7)(CO4)OC(=O)C)O)C)OC(=O)C. Drug 2: C(=O)(N)NO. Cell line: A498. Synergy scores: CSS=3.76, Synergy_ZIP=-2.53, Synergy_Bliss=0.216, Synergy_Loewe=-9.64, Synergy_HSA=0.325. (4) Drug 1: CCC1=CC2CC(C3=C(CN(C2)C1)C4=CC=CC=C4N3)(C5=C(C=C6C(=C5)C78CCN9C7C(C=CC9)(C(C(C8N6C)(C(=O)OC)O)OC(=O)C)CC)OC)C(=O)OC.C(C(C(=O)O)O)(C(=O)O)O. Drug 2: C1CCC(C(C1)N)N.C(=O)(C(=O)[O-])[O-].[Pt+4]. Cell line: MDA-MB-231. Synergy scores: CSS=34.0, Synergy_ZIP=-10.4, Synergy_Bliss=-2.46, Synergy_Loewe=-4.99, Synergy_HSA=0.0253.